Dataset: Full USPTO retrosynthesis dataset with 1.9M reactions from patents (1976-2016). Task: Predict the reactants needed to synthesize the given product. (1) Given the product [CH3:56][N:33]([CH2:32][CH2:31][CH2:30][CH2:29][CH2:28][CH2:27][CH2:26][CH2:25][CH:24]=[O:23])[C@H:34]1[C@H:38]2[CH2:39][CH2:40][C@@H:35]1[C@H:36]([O:41][C:42](=[O:55])[C:43]([OH:54])([C:49]1[S:50][CH:51]=[CH:52][CH:53]=1)[C:44]1[S:45][CH:46]=[CH:47][CH:48]=1)[CH2:37]2, predict the reactants needed to synthesize it. The reactants are: CC(OI1(OC(C)=O)(OC(C)=O)OC(=O)C2C=CC=CC1=2)=O.[OH:23][CH2:24][CH2:25][CH2:26][CH2:27][CH2:28][CH2:29][CH2:30][CH2:31][CH2:32][N:33]([CH3:56])[C@H:34]1[C@H:38]2[CH2:39][CH2:40][C@@H:35]1[C@H:36]([O:41][C:42](=[O:55])[C:43]([OH:54])([C:49]1[S:50][CH:51]=[CH:52][CH:53]=1)[C:44]1[S:45][CH:46]=[CH:47][CH:48]=1)[CH2:37]2.C([O-])(O)=O.[Na+]. (2) Given the product [C:47]([OH:52])(=[O:51])[C:48]([OH:50])=[O:49].[CH2:26]([O:25][NH:24][C@H:21]1[CH2:20][NH:19][C@H:18]([C:16]([O:15][CH2:8][C:9]2[CH:10]=[CH:11][CH:12]=[CH:13][CH:14]=2)=[O:17])[CH2:23][CH2:22]1)[C:27]1[CH:32]=[CH:31][CH:30]=[CH:29][CH:28]=1, predict the reactants needed to synthesize it. The reactants are: C(O)(=O)CC.[BH4-].[Na+].[CH2:8]([O:15][C:16]([C@@H:18]1[CH2:23][CH2:22][C:21](=[N:24][O:25][CH2:26][C:27]2[CH:32]=[CH:31][CH:30]=[CH:29][CH:28]=2)[CH2:20][N:19]1CC1C=CC=CC=1)=[O:17])[C:9]1[CH:14]=[CH:13][CH:12]=[CH:11][CH:10]=1.S(=O)(=O)(O)O.O.O.[C:47]([OH:52])(=[O:51])[C:48]([OH:50])=[O:49]. (3) Given the product [N:8]1([C:6]([O:5][C:1]([CH3:4])([CH3:2])[CH3:3])=[O:7])[CH2:13][CH2:12][N:11]([C:14]([O:16][C:17]([CH3:20])([CH3:19])[CH3:18])=[O:15])[CH2:10][C@H:9]1[C:21]([O:23][CH3:24])=[O:22], predict the reactants needed to synthesize it. The reactants are: [C:1]([O:5][C:6]([N:8]1[CH2:13][CH2:12][N:11]([C:14]([O:16][C:17]([CH3:20])([CH3:19])[CH3:18])=[O:15])[CH2:10][C@H:9]1[C:21]([OH:23])=[O:22])=[O:7])([CH3:4])([CH3:3])[CH3:2].[C:24](=O)([O-])[O-].[K+].[K+].IC. (4) The reactants are: [NH2:1][C:2]1[CH:3]=[C:4]2[C:9](=[C:10]([Cl:12])[CH:11]=1)[N:8]=[CH:7][C:6]([C:13]#[N:14])=[C:5]2[NH:15][C:16]1[CH:21]=[CH:20][C:19]([F:22])=[C:18]([Cl:23])[CH:17]=1.[CH3:24][S:25]([C:28]1[CH:29]=[C:30]([CH:33]=[CH:34][CH:35]=1)[CH:31]=O)(=[O:27])=[O:26].[BH3-]C#N.[Na+]. Given the product [CH3:24][S:25]([C:28]1[CH:29]=[C:30]([CH:33]=[CH:34][CH:35]=1)[CH2:31][NH:1][C:2]1[CH:3]=[C:4]2[C:9](=[C:10]([Cl:12])[CH:11]=1)[N:8]=[CH:7][C:6]([C:13]#[N:14])=[C:5]2[NH:15][C:16]1[CH:21]=[CH:20][C:19]([F:22])=[C:18]([Cl:23])[CH:17]=1)(=[O:26])=[O:27], predict the reactants needed to synthesize it. (5) Given the product [Br:3][C:4]1[CH:5]=[C:6]([CH:10]=[C:11]([I:13])[CH:12]=1)[C:7]([O:9][CH3:1])=[O:8], predict the reactants needed to synthesize it. The reactants are: [CH3:1]O.[Br:3][C:4]1[CH:5]=[C:6]([CH:10]=[C:11]([I:13])[CH:12]=1)[C:7]([OH:9])=[O:8]. (6) Given the product [Cl:25][C:26]1[S:27][C:28]([C:2]2[CH:24]=[CH:23][C:5]([O:6][CH:7]([CH2:13][CH2:14][CH:15]=[CH:16][C:17]3[CH:22]=[CH:21][CH:20]=[CH:19][CH:18]=3)[C:8]([O:10][CH2:11][CH3:12])=[O:9])=[CH:4][CH:3]=2)=[CH:29][CH:30]=1, predict the reactants needed to synthesize it. The reactants are: Br[C:2]1[CH:24]=[CH:23][C:5]([O:6][CH:7]([CH2:13][CH2:14][CH:15]=[CH:16][C:17]2[CH:22]=[CH:21][CH:20]=[CH:19][CH:18]=2)[C:8]([O:10][CH2:11][CH3:12])=[O:9])=[CH:4][CH:3]=1.[Cl:25][C:26]1[S:27][C:28](B(O)O)=[CH:29][CH:30]=1.C(=O)([O-])[O-].[Na+].[Na+]. (7) Given the product [CH3:18][C:13]1([CH3:17])[S:14][CH2:15][CH2:16][N:11]([S:8]([C:5]2[CH:6]=[CH:7][C:2]([O:1][CH2:28][CH:27]=[C:26]=[CH:31][CH3:30])=[CH:3][CH:4]=2)(=[O:9])=[O:10])[C@H:12]1[C:19]([O:21][C:22]([CH3:25])([CH3:24])[CH3:23])=[O:20], predict the reactants needed to synthesize it. The reactants are: [OH:1][C:2]1[CH:7]=[CH:6][C:5]([S:8]([N:11]2[CH2:16][CH2:15][S:14][C:13]([CH3:18])([CH3:17])[CH:12]2[C:19]([O:21][C:22]([CH3:25])([CH3:24])[CH3:23])=[O:20])(=[O:10])=[O:9])=[CH:4][CH:3]=1.[C:26]1(P([C:26]2[CH:31]=[CH:30]C=[CH:28][CH:27]=2)[C:26]2[CH:31]=[CH:30]C=[CH:28][CH:27]=2)[CH:31]=[CH:30]C=[CH:28][CH:27]=1.C(O)C=C=CC.CCOC(/N=N/C(OCC)=O)=O. (8) Given the product [CH3:19][S:20]([O:1][CH:2]1[CH2:3][N:4]([C:6]2[O:7][CH:8]=[C:9]([C:11]([N:13]3[CH2:18][CH2:17][O:16][CH2:15][CH2:14]3)=[O:12])[N:10]=2)[CH2:5]1)(=[O:22])=[O:21], predict the reactants needed to synthesize it. The reactants are: [OH:1][CH:2]1[CH2:5][N:4]([C:6]2[O:7][CH:8]=[C:9]([C:11]([N:13]3[CH2:18][CH2:17][O:16][CH2:15][CH2:14]3)=[O:12])[N:10]=2)[CH2:3]1.[CH3:19][S:20](Cl)(=[O:22])=[O:21].C(N(CC)CC)C. (9) Given the product [C:29]1([CH3:28])[CH:35]=[C:34]([CH3:36])[CH:33]=[C:32]([CH3:37])[C:30]=1[N:31]=[CH:26][C:24]1[CH:23]=[CH:22][CH:21]=[C:20]([C:11]2[C:12]3[C:17](=[CH:16][CH:15]=[CH:14][CH:13]=3)[CH:18]=[CH:19][C:10]=2[CH2:9][NH:8][C:3]2[CH:4]=[CH:5][CH:6]=[CH:7][C:2]=2[CH3:1])[N:25]=1, predict the reactants needed to synthesize it. The reactants are: [CH3:1][C:2]1[CH:7]=[CH:6][CH:5]=[CH:4][C:3]=1[NH:8][CH2:9][C:10]1[CH:19]=[CH:18][C:17]2[C:12](=[CH:13][CH:14]=[CH:15][CH:16]=2)[C:11]=1[C:20]1[N:25]=[C:24]([CH:26]=O)[CH:23]=[CH:22][CH:21]=1.[CH3:28][C:29]1[CH:35]=[C:34]([CH3:36])[CH:33]=[C:32]([CH3:37])[C:30]=1[NH2:31]. (10) Given the product [Cl:14][C:5]1[CH:4]=[CH:3][C:2]([B:15]2[O:20][CH2:19][C:18]([CH3:22])([CH3:21])[CH2:17][O:16]2)=[CH:7][C:6]=1[C:8]1[CH:9]=[N:10][CH:11]=[CH:12][CH:13]=1, predict the reactants needed to synthesize it. The reactants are: Br[C:2]1[CH:3]=[CH:4][C:5]([Cl:14])=[C:6]([C:8]2[CH:9]=[N:10][CH:11]=[CH:12][CH:13]=2)[CH:7]=1.[B:15]1([B:15]2[O:20][CH2:19][C:18]([CH3:22])([CH3:21])[CH2:17][O:16]2)[O:20][CH2:19][C:18]([CH3:22])([CH3:21])[CH2:17][O:16]1.C([O-])(=O)C.[K+].